Dataset: Forward reaction prediction with 1.9M reactions from USPTO patents (1976-2016). Task: Predict the product of the given reaction. (1) The product is: [N:26]1[CH:27]=[CH:28][CH:29]=[N:30][C:25]=1[N:1]1[CH2:6][CH2:5][C:4]([C:7]2[CH:12]=[CH:11][C:10]([N:13]3[CH2:17][C@H:16]([CH2:18][NH:19][C:20](=[O:22])[CH3:21])[O:15][C:14]3=[O:23])=[CH:9][CH:8]=2)=[CH:3][CH2:2]1. Given the reactants [NH:1]1[CH2:6][CH2:5][C:4]([C:7]2[CH:12]=[CH:11][C:10]([N:13]3[CH2:17][C@H:16]([CH2:18][NH:19][C:20](=[O:22])[CH3:21])[O:15][C:14]3=[O:23])=[CH:9][CH:8]=2)=[CH:3][CH2:2]1.Cl[C:25]1[N:30]=[CH:29][CH:28]=[CH:27][N:26]=1, predict the reaction product. (2) Given the reactants Cl.Cl.[NH2:3][C:4]1[CH:23]=[CH:22][C:7]2[CH:8]=[C:9]([C:11]([NH:13][C@@H:14]3[CH:19]4[CH2:20][CH2:21][N:16]([CH2:17][CH2:18]4)[CH2:15]3)=[O:12])[S:10][C:6]=2[CH:5]=1.C(N(CC)CC)C.[Cl:31][C:32]1[CH:37]=[C:36]([Cl:38])[CH:35]=[CH:34][C:33]=1[N:39]=[C:40]=[O:41], predict the reaction product. The product is: [ClH:31].[N:16]12[CH2:21][CH2:20][CH:19]([CH2:18][CH2:17]1)[C@@H:14]([NH:13][C:11]([C:9]1[S:10][C:6]3[CH:5]=[C:4]([NH:3][C:40]([NH:39][C:33]4[CH:34]=[CH:35][C:36]([Cl:38])=[CH:37][C:32]=4[Cl:31])=[O:41])[CH:23]=[CH:22][C:7]=3[CH:8]=1)=[O:12])[CH2:15]2. (3) Given the reactants [N:1]1[CH:6]=[CH:5][CH:4]=[CH:3][C:2]=1[C:7]([OH:9])=O.Cl.[CH3:11][NH:12][O:13][CH3:14].CCN=C=NCCCN(C)C.Cl.O.ON1C2C=CC=CC=2N=N1.C(N(CC)CC)C.C(=O)([O-])O.[Na+], predict the reaction product. The product is: [CH3:14][O:13][N:12]([CH3:11])[C:7]([C:2]1[CH:3]=[CH:4][CH:5]=[CH:6][N:1]=1)=[O:9]. (4) Given the reactants [Cl-].C[Zn]C.[C:5]1(C)[CH:10]=[CH:9][CH:8]=[CH:7][CH:6]=1.[CH2:12]([C:14]1[CH:15]=[CH:16][C:17](OC)=[C:18](C(C2C=CC=CC=2)=O)[CH:19]=1)[CH3:13].C(=O)=O.[CH3:33]O.CCO[CH2:38][CH3:39], predict the reaction product. The product is: [CH2:12]([C:14]1[CH:15]=[CH:16][CH:17]=[C:18]([C:38]([CH3:39])([C:5]2[CH:10]=[CH:9][CH:8]=[CH:7][CH:6]=2)[CH3:33])[CH:19]=1)[CH3:13].